From a dataset of Catalyst prediction with 721,799 reactions and 888 catalyst types from USPTO. Predict which catalyst facilitates the given reaction. (1) Product: [C:21]1([C:24]2[CH:25]=[CH:26][CH:27]=[CH:28][CH:29]=2)[CH:22]=[CH:23][C:18]([O:17][CH2:16][CH2:15][CH2:14][O:13][C:10]2[CH:11]=[CH:12][C:7]([CH2:6][C@H:5]([O:31][CH3:32])[C:4]([OH:33])=[O:3])=[CH:8][C:9]=2[Cl:30])=[CH:19][CH:20]=1. Reactant: C([O:3][C:4](=[O:33])[CH:5]([O:31][CH3:32])[CH2:6][C:7]1[CH:12]=[CH:11][C:10]([O:13][CH2:14][CH2:15][CH2:16][O:17][C:18]2[CH:23]=[CH:22][C:21]([C:24]3[CH:29]=[CH:28][CH:27]=[CH:26][CH:25]=3)=[CH:20][CH:19]=2)=[C:9]([Cl:30])[CH:8]=1)C.[OH-].[Na+]. The catalyst class is: 6. (2) Reactant: C[O:2][C:3]1[C:4]([CH3:36])=[C:5]([C:27]([O:34]C)=[C:28]([O:32][CH3:33])[C:29]=1[O:30][CH3:31])[CH2:6][C:7]1[CH:20]=[CH:19][C:10]([C:11]([N:13]2[CH2:18][CH2:17][O:16][CH2:15][CH2:14]2)=[O:12])=[C:9]([C:21]2[CH:22]=[N:23][CH:24]=[CH:25][CH:26]=2)[CH:8]=1.O=[N+]([O-])[O-].[O-][N+](=O)[O-].[O-][N+](=O)[O-].[O-][N+](=O)[O-].[O-][N+](=O)[O-].[O-][N+](=O)[O-].[Ce+4].[NH4+].[NH4+]. Product: [CH3:31][O:30][C:29]1[C:3](=[O:2])[C:4]([CH3:36])=[C:5]([CH2:6][C:7]2[CH:20]=[CH:19][C:10]([C:11]([N:13]3[CH2:14][CH2:15][O:16][CH2:17][CH2:18]3)=[O:12])=[C:9]([C:21]3[CH:22]=[N:23][CH:24]=[CH:25][CH:26]=3)[CH:8]=2)[C:27](=[O:34])[C:28]=1[O:32][CH3:33]. The catalyst class is: 47.